From a dataset of Reaction yield outcomes from USPTO patents with 853,638 reactions. Predict the reaction yield, written as a fraction of the theoretical maximum amount of product (1.0 means a 100% yield; for example, 0.34 means a 34% yield). (1) The reactants are [F:1][C:2]1[CH:3]=[C:4]([CH:43]=[C:44]([F:46])[CH:45]=1)[CH2:5][C:6]1[CH:7]=[C:8]2[C:12](=[CH:13][CH:14]=1)[NH:11][N:10]=[C:9]2[NH:15][C:16]([C:18]1[CH:23]=[CH:22][C:21]([N:24]2[CH2:29][CH2:28][N:27]([CH3:30])[CH2:26][CH2:25]2)=[CH:20][C:19]=1[NH:31][CH:32]1[CH2:37][CH2:36][N:35](C(OCC)=O)[CH2:34][CH2:33]1)=[O:17].C(OCC)(=O)C. The catalyst is Br.O.[OH-].[NH4+]. The product is [F:1][C:2]1[CH:3]=[C:4]([CH:43]=[C:44]([F:46])[CH:45]=1)[CH2:5][C:6]1[CH:7]=[C:8]2[C:12](=[CH:13][CH:14]=1)[NH:11][N:10]=[C:9]2[NH:15][C:16](=[O:17])[C:18]1[CH:23]=[CH:22][C:21]([N:24]2[CH2:29][CH2:28][N:27]([CH3:30])[CH2:26][CH2:25]2)=[CH:20][C:19]=1[NH:31][CH:32]1[CH2:33][CH2:34][NH:35][CH2:36][CH2:37]1. The yield is 0.720. (2) The reactants are [Br:1][C:2]1[CH:3]=[C:4]2[C:8](=[CH:9][CH:10]=1)[NH:7][C:6](=[O:11])[CH:5]2[CH3:12].[N+](C1C=C(B(O)O)C=CC=1)([O-])=O.C(=O)([O-])[O-].[K+].[K+].[Cl-].[NH4+]. The catalyst is C(COC)OC.O.C1C=CC([P]([Pd]([P](C2C=CC=CC=2)(C2C=CC=CC=2)C2C=CC=CC=2)([P](C2C=CC=CC=2)(C2C=CC=CC=2)C2C=CC=CC=2)[P](C2C=CC=CC=2)(C2C=CC=CC=2)C2C=CC=CC=2)(C2C=CC=CC=2)C2C=CC=CC=2)=CC=1. The product is [Br:1][C:2]1[CH:10]=[CH:9][C:8]2[C:4](=[C:5]([CH3:12])[C:6](=[O:11])[N:7]=2)[CH:3]=1. The yield is 0.470. (3) The reactants are [O:1]=[C:2]1[NH:8][C:7]2[C:9]3[CH2:10][CH2:11][CH2:12][CH2:13][C:14]=3[CH:15]=[CH:16][C:6]=2[N:5]([C:17]2[CH:22]=[CH:21][C:20]([NH:23][S:24]([C:27]3[CH:32]=[CH:31][CH:30]=[CH:29][C:28]=3[N+:33]([O-:35])=[O:34])(=[O:26])=[O:25])=[CH:19][CH:18]=2)[C:4](=[O:36])[CH2:3]1.CI.[C:39](=O)([O-])[O-].[K+].[K+]. The catalyst is CN(C)C=O. The product is [O:1]=[C:2]1[NH:8][C:7]2[C:9]3[CH2:10][CH2:11][CH2:12][CH2:13][C:14]=3[CH:15]=[CH:16][C:6]=2[N:5]([C:17]2[CH:18]=[CH:19][C:20]([N:23]([CH3:39])[S:24]([C:27]3[CH:32]=[CH:31][CH:30]=[CH:29][C:28]=3[N+:33]([O-:35])=[O:34])(=[O:26])=[O:25])=[CH:21][CH:22]=2)[C:4](=[O:36])[CH2:3]1. The yield is 0.730. (4) The reactants are [C:1]([O:9][CH2:10][C:11]1[CH:16]=[CH:15][C:14](CO)=[CH:13][C:12]=1[CH2:19][O:20][C:21](=[O:28])[C:22]1[CH:27]=[CH:26][CH:25]=[CH:24][CH:23]=1)(=[O:8])[C:2]1[CH:7]=[CH:6][CH:5]=[CH:4][CH:3]=1.[C:29](Br)(Br)(Br)[Br:30].C1(P(C2C=CC=CC=2)C2C=CC=CC=2)C=CC=CC=1.O. The catalyst is ClCCl. The product is [C:21]([O:20][CH2:19][C:12]1[CH:13]=[C:14]([CH:15]=[CH:16][C:11]=1[CH2:10][O:9][C:1](=[O:8])[C:2]1[CH:7]=[CH:6][CH:5]=[CH:4][CH:3]=1)[CH2:29][Br:30])(=[O:28])[C:22]1[CH:27]=[CH:26][CH:25]=[CH:24][CH:23]=1. The yield is 0.700.